This data is from Reaction yield outcomes from USPTO patents with 853,638 reactions. The task is: Predict the reaction yield, written as a fraction of the theoretical maximum amount of product (1.0 means a 100% yield; for example, 0.34 means a 34% yield). (1) The reactants are C[O:2][C:3]1[CH:4]=[C:5]([NH:46][S:47]([CH3:50])(=[O:49])=[O:48])[CH:6]=[CH:7][C:8]=1[C:9]1[C:17]2[C:16]([NH:18][C@H:19]([C:21]3[N:26]([C:27]4[CH:32]=[CH:31][CH:30]=[CH:29][CH:28]=4)[C:25](=[O:33])[C:24]4=[C:34]([CH3:37])[CH:35]=[CH:36][N:23]4[N:22]=3)[CH3:20])=[N:15][CH:14]=[N:13][C:12]=2[N:11](COCC[Si](C)(C)C)[CH:10]=1.B(Br)(Br)Br.N. The catalyst is ClCCl. The product is [OH:2][C:3]1[CH:4]=[C:5]([NH:46][S:47]([CH3:50])(=[O:48])=[O:49])[CH:6]=[CH:7][C:8]=1[C:9]1[C:17]2[C:16]([NH:18][C@H:19]([C:21]3[N:26]([C:27]4[CH:28]=[CH:29][CH:30]=[CH:31][CH:32]=4)[C:25](=[O:33])[C:24]4=[C:34]([CH3:37])[CH:35]=[CH:36][N:23]4[N:22]=3)[CH3:20])=[N:15][CH:14]=[N:13][C:12]=2[NH:11][CH:10]=1. The yield is 0.460. (2) The reactants are [CH3:1][C:2]1[C:3]([C:16]2[CH:21]=[CH:20][C:19]([OH:22])=[CH:18][CH:17]=2)=[N:4][C:5]2[C:10]([N:11]=1)=[C:9]([C:12]([F:15])([F:14])[F:13])[CH:8]=[CH:7][CH:6]=2.C1C=CC(N([S:30]([C:33]([F:36])([F:35])[F:34])(=[O:32])=[O:31])[S:30]([C:33]([F:36])([F:35])[F:34])(=[O:32])=[O:31])=CC=1.CC(C)([O-])C.[K+]. The catalyst is C1COCC1. The product is [F:34][C:33]([F:36])([F:35])[S:30]([O:22][C:19]1[CH:20]=[CH:21][C:16]([C:3]2[C:2]([CH3:1])=[N:11][C:10]3[C:5](=[CH:6][CH:7]=[CH:8][C:9]=3[C:12]([F:15])([F:14])[F:13])[N:4]=2)=[CH:17][CH:18]=1)(=[O:32])=[O:31]. The yield is 0.650.